Dataset: TCR-epitope binding with 47,182 pairs between 192 epitopes and 23,139 TCRs. Task: Binary Classification. Given a T-cell receptor sequence (or CDR3 region) and an epitope sequence, predict whether binding occurs between them. The epitope is WICLLQFAY. The TCR CDR3 sequence is CSAITGDSYNEQFF. Result: 1 (the TCR binds to the epitope).